Predict the reactants needed to synthesize the given product. From a dataset of Full USPTO retrosynthesis dataset with 1.9M reactions from patents (1976-2016). (1) Given the product [CH3:17][O:16][C:10]1[C:9]([N+:18]([O-:20])=[O:19])=[CH:8][C:7]([C:4]([CH3:6])([CH3:5])[CH2:3][OH:2])=[CH:12][C:11]=1[N+:13]([O-:15])=[O:14], predict the reactants needed to synthesize it. The reactants are: C[O:2][C:3](=O)[C:4]([C:7]1[CH:12]=[C:11]([N+:13]([O-:15])=[O:14])[C:10]([O:16][CH3:17])=[C:9]([N+:18]([O-:20])=[O:19])[CH:8]=1)([CH3:6])[CH3:5].CC(C[AlH]CC(C)C)C.[O-]S([O-])(=O)=O.[Na+].[Na+].[O-]S([O-])(=O)=O.[Mg+2]. (2) The reactants are: [F:1][C:2]1[CH:9]=[C:8]([O:10][CH2:11][CH2:12][CH3:13])[CH:7]=[C:6]([F:14])[C:3]=1[CH2:4][OH:5].[C:15]([O:19][C:20]([N:22]1[CH2:27][CH2:26][N:25]([C:28](Cl)=[O:29])[C@H:24]([CH2:31][CH3:32])[CH2:23]1)=[O:21])([CH3:18])([CH3:17])[CH3:16]. Given the product [F:1][C:2]1[CH:9]=[C:8]([O:10][CH2:11][CH2:12][CH3:13])[CH:7]=[C:6]([F:14])[C:3]=1[CH2:4][O:5][C:28]([N:25]1[CH2:26][CH2:27][N:22]([C:20]([O:19][C:15]([CH3:17])([CH3:16])[CH3:18])=[O:21])[CH2:23][C@H:24]1[CH2:31][CH3:32])=[O:29], predict the reactants needed to synthesize it.